This data is from Full USPTO retrosynthesis dataset with 1.9M reactions from patents (1976-2016). The task is: Predict the reactants needed to synthesize the given product. Given the product [I:1][C:2]1[NH:3][C:4]([C:8]2[CH:13]=[CH:12][CH:11]=[CH:10][N:9]=2)=[N:5][CH:6]=1, predict the reactants needed to synthesize it. The reactants are: [I:1][C:2]1[N:3]=[C:4]([C:8]2[CH:13]=[CH:12][CH:11]=[CH:10][N:9]=2)[NH:5][C:6]=1I.CN(C)C=O.S([O-])([O-])=O.[Na+].[Na+].